From a dataset of Peptide-MHC class II binding affinity with 134,281 pairs from IEDB. Regression. Given a peptide amino acid sequence and an MHC pseudo amino acid sequence, predict their binding affinity value. This is MHC class II binding data. (1) The peptide sequence is VQDAATYAVTTFSNV. The MHC is HLA-DPA10201-DPB11401 with pseudo-sequence HLA-DPA10201-DPB11401. The binding affinity (normalized) is 0.165. (2) The peptide sequence is QNLKNNSKVFNDKLPNN. The MHC is DRB1_0301 with pseudo-sequence DRB1_0301. The binding affinity (normalized) is 0. (3) The peptide sequence is KYTATISGLKPGVDY. The MHC is DRB1_1201 with pseudo-sequence DRB1_1201. The binding affinity (normalized) is 0.687. (4) The peptide sequence is TLLYPLFNLWGPAFHER. The MHC is DRB1_1302 with pseudo-sequence DRB1_1302. The binding affinity (normalized) is 0.0772. (5) The peptide sequence is EYIEAAKWLLPPPKV. The MHC is DRB4_0101 with pseudo-sequence DRB4_0103. The binding affinity (normalized) is 0.695. (6) The peptide sequence is YDWFLANVSTVLTGK. The MHC is DRB1_0404 with pseudo-sequence DRB1_0404. The binding affinity (normalized) is 0.638. (7) The peptide sequence is LNKFISPKSVAGRFA. The MHC is DRB1_0301 with pseudo-sequence DRB1_0301. The binding affinity (normalized) is 0.424.